From a dataset of Forward reaction prediction with 1.9M reactions from USPTO patents (1976-2016). Predict the product of the given reaction. (1) Given the reactants [Br:1][C:2]1[CH:11]=[C:10]2[C:5]([N:6]=[CH:7][C:8](Cl)=[N:9]2)=[CH:4][CH:3]=1.[CH3:13][N:14]1[CH:18]=[CH:17][C:16]([NH2:19])=[N:15]1.CC(C)([O-])C.[K+].O, predict the reaction product. The product is: [Br:1][C:2]1[CH:11]=[C:10]2[C:5]([N:6]=[CH:7][C:8]([NH:19][C:16]3[CH:17]=[CH:18][N:14]([CH3:13])[N:15]=3)=[N:9]2)=[CH:4][CH:3]=1. (2) Given the reactants [N+:1]([C:4]1[CH:5]=[CH:6][C:7]([OH:10])=[N:8][CH:9]=1)([O-:3])=[O:2].[Br:11]Br, predict the reaction product. The product is: [Br:11][C:6]1[C:7]([OH:10])=[N:8][CH:9]=[C:4]([N+:1]([O-:3])=[O:2])[CH:5]=1. (3) The product is: [C:26]1([NH:32][C:33]([N:2]2[CH2:7][CH2:6][C:5](=[CH:8][C:9]3[CH:25]=[CH:24][CH:23]=[C:11]([O:12][C:13]4[CH:18]=[CH:17][C:16]([C:19]([F:22])([F:20])[F:21])=[CH:15][N:14]=4)[CH:10]=3)[CH2:4][CH2:3]2)=[O:34])[CH:31]=[CH:30][CH:29]=[CH:28][CH:27]=1. Given the reactants Cl.[NH:2]1[CH2:7][CH2:6][C:5](=[CH:8][C:9]2[CH:10]=[C:11]([CH:23]=[CH:24][CH:25]=2)[O:12][C:13]2[CH:18]=[CH:17][C:16]([C:19]([F:22])([F:21])[F:20])=[CH:15][N:14]=2)[CH2:4][CH2:3]1.[C:26]1([N:32]=[C:33]=[O:34])[CH:31]=[CH:30][CH:29]=[CH:28][CH:27]=1.C(N(C(C)C)CC)(C)C.C([O-])([O-])=O.[K+].[K+], predict the reaction product. (4) Given the reactants [Cl:1][C:2]1[CH:3]=[C:4]([N:9]2[CH2:14][CH2:13][C:12](=[N:15]O)[CH2:11][CH2:10]2)[CH:5]=[CH:6][C:7]=1[Cl:8], predict the reaction product. The product is: [ClH:1].[Cl:1][C:2]1[CH:3]=[C:4]([N:9]2[CH2:10][CH2:11][CH:12]([NH2:15])[CH2:13][CH2:14]2)[CH:5]=[CH:6][C:7]=1[Cl:8]. (5) Given the reactants Br[CH2:2][CH2:3][CH2:4][CH:5]([CH3:7])[CH3:6].[C:8]1(=[O:18])[NH:12][C:11](=[O:13])[C:10]2=[CH:14][CH:15]=[CH:16][CH:17]=[C:9]12.[K].C(Cl)(Cl)Cl.O, predict the reaction product. The product is: [CH3:6][CH:5]([CH3:7])[CH2:4][CH2:3][CH2:2][N:12]1[C:8](=[O:18])[C:9]2[C:10](=[CH:14][CH:15]=[CH:16][CH:17]=2)[C:11]1=[O:13]. (6) Given the reactants [CH3:1][N:2]([CH3:22])[C:3]1[C:4]2[C:11](I)=[CH:10][N:9]([C@@H:13]3[O:19][C@H:18]([CH2:20][OH:21])[C@@H:16]([OH:17])[C@H:14]3[OH:15])[C:5]=2[N:6]=[CH:7][N:8]=1.[O:23]1[CH:27]=[CH:26][CH:25]=[C:24]1B(O)O.C([O-])([O-])=O.[Na+].[Na+].C1C=C(S([O-])(=O)=O)C=C(P(C2C=CC=C(S([O-])(=O)=O)C=2)C2C=CC=C(S([O-])(=O)=O)C=2)C=1.[Na+].[Na+].[Na+].Cl, predict the reaction product. The product is: [CH3:1][N:2]([CH3:22])[C:3]1[C:4]2[C:11]([C:24]3[O:23][CH:27]=[CH:26][CH:25]=3)=[CH:10][N:9]([C@@H:13]3[O:19][C@H:18]([CH2:20][OH:21])[C@@H:16]([OH:17])[C@H:14]3[OH:15])[C:5]=2[N:6]=[CH:7][N:8]=1. (7) The product is: [F:1][C:2]1[C:7]([N:8]2[C:12]([S:13]([C:16]3[CH:21]=[CH:20][CH:19]=[C:18]([O:22][CH3:23])[CH:17]=3)(=[O:14])=[O:15])=[CH:11][C:10]([CH2:24][OH:25])=[N:9]2)=[CH:6][CH:5]=[CH:4][N:3]=1. Given the reactants [F:1][C:2]1[C:7]([N:8]2[C:12]([S:13]([C:16]3[CH:21]=[CH:20][CH:19]=[C:18]([O:22][CH3:23])[CH:17]=3)(=[O:15])=[O:14])=[CH:11][C:10]([C:24](OCC)=[O:25])=[N:9]2)=[CH:6][CH:5]=[CH:4][N:3]=1.[H-].C([Al+]CC(C)C)C(C)C.C1(C)C=CC=CC=1.O.O.O.O.O.O.O.O.O.O.[O-]S([O-])(=O)=O.[Na+].[Na+], predict the reaction product. (8) Given the reactants [S:1]1[CH:5]=[CH:4][CH:3]=[C:2]1[S:6](Cl)(=[O:8])=[O:7].C([O:12][C:13](=[O:20])[C@@H:14]1[CH2:19][CH2:18][CH2:17][NH:16][CH2:15]1)C.S(Cl)(Cl)(=O)=O, predict the reaction product. The product is: [S:1]1[CH:5]=[CH:4][CH:3]=[C:2]1[S:6]([N:16]1[CH2:17][CH2:18][CH2:19][C@@H:14]([C:13]([OH:20])=[O:12])[CH2:15]1)(=[O:8])=[O:7]. (9) Given the reactants [CH:1](=O)[CH:2]([CH3:4])[CH3:3].[CH3:6][C:7]([S:10]([NH2:12])=[O:11])([CH3:9])[CH3:8], predict the reaction product. The product is: [CH3:6][C:7]([S:10](/[N:12]=[CH:1]/[CH:2]([CH3:4])[CH3:3])=[O:11])([CH3:9])[CH3:8].